Task: Predict which catalyst facilitates the given reaction.. Dataset: Catalyst prediction with 721,799 reactions and 888 catalyst types from USPTO (1) Reactant: [Br:1][C:2]1[CH:10]=[C:9]2[C:5]([C:6](O)([CH3:12])[C:7](=O)[NH:8]2)=[CH:4][CH:3]=1. Product: [Br:1][C:2]1[CH:10]=[C:9]2[C:5]([C:6]([CH3:12])=[CH:7][NH:8]2)=[CH:4][CH:3]=1. The catalyst class is: 1. (2) Reactant: [Cl:1][C:2]1[C:3]([OH:16])=[C:4]([C:11]([O:13]CC)=O)[C:5](=[O:10])[N:6]([CH3:9])[C:7]=1[CH3:8].[NH2:17][C:18]1[NH:19][C:20]2[CH:26]=[CH:25][CH:24]=[CH:23][C:21]=2[N:22]=1.BrC1C=CC=CC=1. Product: [N:19]1[C:20]2[CH:26]=[CH:25][CH:24]=[CH:23][C:21]=2[NH:22][C:18]=1[NH:17][C:11]([C:4]1[C:5](=[O:10])[N:6]([CH3:9])[C:7]([CH3:8])=[C:2]([Cl:1])[C:3]=1[OH:16])=[O:13]. The catalyst class is: 81. (3) Reactant: [CH3:1][C:2]([C:8]1[CH:13]=[CH:12][C:11]([CH2:14][N:15]2[CH2:20][C@H:19]([CH3:21])[N:18]([C:22]([O:24][C:25]([CH3:28])([CH3:27])[CH3:26])=[O:23])[C@H:17]([CH3:29])[CH2:16]2)=[CH:10][CH:9]=1)([CH3:7])[C:3]([O:5]C)=[O:4].O.[OH-].[Li+]. Product: [CH3:28][C:25]([O:24][C:22]([N:18]1[C@@H:17]([CH3:29])[CH2:16][N:15]([CH2:14][C:11]2[CH:12]=[CH:13][C:8]([C:2]([CH3:1])([CH3:7])[C:3]([OH:5])=[O:4])=[CH:9][CH:10]=2)[CH2:20][C@H:19]1[CH3:21])=[O:23])([CH3:26])[CH3:27]. The catalyst class is: 127. (4) Reactant: [C:1]([O:4][C@H:5]([CH3:36])[C@H:6]([NH:11][C:12]([C:14]1([CH2:29][C:30]2[CH:35]=[CH:34][CH:33]=[CH:32][CH:31]=2)[CH2:18][CH2:17][CH2:16][N:15]1C(OCC1C=CC=CC=1)=O)=[O:13])[C:7]([O:9][CH3:10])=[O:8])(=[O:3])[CH3:2]. Product: [CH3:10][O:9][C:7](=[O:8])[C@@H:6]([NH:11][C:12]([C:14]1([CH2:29][C:30]2[CH:31]=[CH:32][CH:33]=[CH:34][CH:35]=2)[CH2:18][CH2:17][CH2:16][NH:15]1)=[O:13])[C@H:5]([O:4][C:1](=[O:3])[CH3:2])[CH3:36]. The catalyst class is: 19. (5) Reactant: [F:1][C:2]1[CH:3]=[C:4]([N+:9]([O-:11])=[O:10])[CH:5]=[CH:6][C:7]=1F.[CH3:12][C:13]1[C:21]2[C:20]([OH:22])=[CH:19][CH:18]=[CH:17][C:16]=2[NH:15][N:14]=1.C(=O)([O-])[O-].[K+].[K+]. Product: [F:1][C:2]1[CH:3]=[C:4]([N+:9]([O-:11])=[O:10])[CH:5]=[CH:6][C:7]=1[O:22][C:20]1[CH:19]=[CH:18][CH:17]=[C:16]2[C:21]=1[C:13]([CH3:12])=[N:14][NH:15]2. The catalyst class is: 35.